From a dataset of Full USPTO retrosynthesis dataset with 1.9M reactions from patents (1976-2016). Predict the reactants needed to synthesize the given product. (1) Given the product [CH2:1]([O:5][C:6]1[CH:13]=[CH:12][C:9]([C:10]([OH:20])=[O:11])=[CH:8][C:7]=1[Cl:14])[CH2:2][CH2:3][CH3:4], predict the reactants needed to synthesize it. The reactants are: [CH2:1]([O:5][C:6]1[CH:13]=[CH:12][C:9]([CH:10]=[O:11])=[CH:8][C:7]=1[Cl:14])[CH2:2][CH2:3][CH3:4].ClC1C=C(C=CC=1OCC)C=[O:20]. (2) The reactants are: [NH2:1][C:2]1[N:6]([C:7]2[CH:12]=[CH:11][CH:10]=[CH:9][CH:8]=2)[N:5]=[C:4]([O:13][CH2:14][C@@H:15]2[CH2:20][O:19][CH2:18][CH2:17][N:16]2[C:21]([O:23][C:24]([CH3:27])([CH3:26])[CH3:25])=[O:22])[C:3]=1[CH3:28].C1(C2C=CC([CH2:38][O:39]C)=CC=2CN)CC1.[CH3:43][O:44][CH2:45][C:46]1[CH:47]=[CH:48][C:49]([O:54][C:55]([F:58])([F:57])[F:56])=[C:50]([CH2:52][NH2:53])[CH:51]=1. Given the product [CH3:43][O:44][CH2:45][C:46]1[CH:47]=[CH:48][C:49]([O:54][C:55]([F:56])([F:57])[F:58])=[C:50]([CH:51]=1)[CH2:52][NH:53][C:38](=[O:39])[NH:1][C:2]1[N:6]([C:7]2[CH:12]=[CH:11][CH:10]=[CH:9][CH:8]=2)[N:5]=[C:4]([O:13][CH2:14][C@@H:15]2[CH2:20][O:19][CH2:18][CH2:17][N:16]2[C:21]([O:23][C:24]([CH3:25])([CH3:27])[CH3:26])=[O:22])[C:3]=1[CH3:28], predict the reactants needed to synthesize it.